This data is from Full USPTO retrosynthesis dataset with 1.9M reactions from patents (1976-2016). The task is: Predict the reactants needed to synthesize the given product. The reactants are: [C:1]([O:5][C:6]([N:8]1[CH2:13][CH2:12][C:11]2[NH:14][C:15]([C:17]3[CH:22]=[CH:21][N:20]=[C:19]([NH2:23])[N:18]=3)=[CH:16][C:10]=2[C:9]1=[O:24])=[O:7])([CH3:4])([CH3:3])[CH3:2].[O:25]1[CH:29]=[CH:28][CH:27]=[C:26]1[C:30](Cl)=[O:31].[OH-].[Na+].Cl.[CH2:36](Cl)Cl. Given the product [C:1]([O:5][C:6]([N:8]1[CH2:13][CH2:12][C:11]2[N:14]([CH3:36])[C:15]([C:17]3[CH:22]=[CH:21][N:20]=[C:19]([NH:23][C:30]([C:26]4[O:25][CH:29]=[CH:28][CH:27]=4)=[O:31])[N:18]=3)=[CH:16][C:10]=2[C:9]1=[O:24])=[O:7])([CH3:4])([CH3:2])[CH3:3], predict the reactants needed to synthesize it.